Dataset: Forward reaction prediction with 1.9M reactions from USPTO patents (1976-2016). Task: Predict the product of the given reaction. Given the reactants [F:1][C:2]1([F:25])[CH2:7][CH2:6][C:5]([CH2:9][NH:10][C:11]([C:13]2[C:14]3[CH:15]=[CH:16][C:17](Cl)=[N:18][C:19]=3[CH:20]=[CH:21][C:22]=2[Cl:23])=[O:12])([OH:8])[CH2:4][CH2:3]1.C(=O)([O-])[O-].[Cs+].[Cs+].CC1(C)C(C)(C)OB([C:40]2[CH2:44][CH2:43][C:42](=[O:45])[CH:41]=2)O1, predict the reaction product. The product is: [F:1][C:2]1([F:25])[CH2:7][CH2:6][C:5]([CH2:9][NH:10][C:11]([C:13]2[C:14]3[CH:15]=[CH:16][C:17]([C:40]4[CH2:44][CH2:43][C:42](=[O:45])[CH:41]=4)=[N:18][C:19]=3[CH:20]=[CH:21][C:22]=2[Cl:23])=[O:12])([OH:8])[CH2:4][CH2:3]1.